Dataset: Retrosynthesis with 50K atom-mapped reactions and 10 reaction types from USPTO. Task: Predict the reactants needed to synthesize the given product. (1) Given the product Cc1cc(C#Cc2ccc(-c3ccc(Cl)cc3)cn2)ccc1OCCN1CCCC1, predict the reactants needed to synthesize it. The reactants are: C1CCNC1.Cc1cc(C#Cc2ccc(-c3ccc(Cl)cc3)cn2)ccc1OCCOS(C)(=O)=O. (2) Given the product O=C(/C=C/c1ccccc1Sc1ccc(F)cc1)NC1CCCCC1O, predict the reactants needed to synthesize it. The reactants are: CCOP(=O)(CC(=O)NC1CCCCC1O)OCC.O=Cc1ccccc1Sc1ccc(F)cc1. (3) Given the product COc1ccc(F)cc1-c1c(C#N)cnc2c1ccn2S(=O)(=O)c1ccccc1, predict the reactants needed to synthesize it. The reactants are: COc1ccc(F)cc1B(O)O.N#Cc1cnc2c(ccn2S(=O)(=O)c2ccccc2)c1Cl. (4) Given the product Cc1ccc(N2CCNCC2)c(S(=O)(=O)O)c1, predict the reactants needed to synthesize it. The reactants are: C1CNCCN1.Cc1ccc(F)c(S(=O)(=O)O)c1. (5) Given the product O[C@H]1CCCN(c2nnc3ccc(F)cn23)C1, predict the reactants needed to synthesize it. The reactants are: Fc1ccc2nnc(Cl)n2c1.O[C@H]1CCCNC1.